From a dataset of Full USPTO retrosynthesis dataset with 1.9M reactions from patents (1976-2016). Predict the reactants needed to synthesize the given product. (1) Given the product [Cl:1][C:2]1[CH:7]=[CH:6][C:5](/[CH:8]=[CH:9]/[C:10]([N:20]2[CH2:23][CH:22]([C:24]3[O:25][C:26]([CH3:29])=[N:27][N:28]=3)[CH2:21]2)=[O:12])=[C:4]([CH2:13][N:14]2[N:18]=[N:17][C:16]([CH3:19])=[N:15]2)[CH:3]=1, predict the reactants needed to synthesize it. The reactants are: [Cl:1][C:2]1[CH:7]=[CH:6][C:5](/[CH:8]=[CH:9]/[C:10]([OH:12])=O)=[C:4]([CH2:13][N:14]2[N:18]=[N:17][C:16]([CH3:19])=[N:15]2)[CH:3]=1.[NH:20]1[CH2:23][CH:22]([C:24]2[O:25][C:26]([CH3:29])=[N:27][N:28]=2)[CH2:21]1. (2) Given the product [CH2:12]([O:11][C:4]1[CH:5]=[CH:6][C:7]([N+:8]([O-:10])=[O:9])=[C:2]([F:1])[CH:3]=1)[C:13]1[CH:18]=[CH:17][CH:16]=[CH:15][CH:14]=1, predict the reactants needed to synthesize it. The reactants are: [F:1][C:2]1[CH:3]=[C:4]([OH:11])[CH:5]=[CH:6][C:7]=1[N+:8]([O-:10])=[O:9].[CH2:12](Br)[C:13]1[CH:18]=[CH:17][CH:16]=[CH:15][CH:14]=1.C(=O)([O-])[O-].[Cs+].[Cs+]. (3) Given the product [CH2:27]([N:12]1[C:13](=[O:15])[CH2:14][C:10]2([C:4]3[C:5](=[CH:6][CH:7]=[C:2]([Cl:1])[CH:3]=3)[N:8]([CH2:17][C:18]([O:20][C:21]([CH3:24])([CH3:23])[CH3:22])=[O:19])[C:9]2=[O:16])[CH2:11]1)[C:28]1[CH:33]=[CH:32][CH:31]=[CH:30][CH:29]=1, predict the reactants needed to synthesize it. The reactants are: [Cl:1][C:2]1[CH:3]=[C:4]2[C:10]3([CH2:14][C:13](=[O:15])[NH:12][CH2:11]3)[C:9](=[O:16])[N:8]([CH2:17][C:18]([O:20][C:21]([CH3:24])([CH3:23])[CH3:22])=[O:19])[C:5]2=[CH:6][CH:7]=1.[H-].[Na+].[CH2:27](Br)[C:28]1[CH:33]=[CH:32][CH:31]=[CH:30][CH:29]=1. (4) Given the product [Cl:4][C:5]1[CH:6]=[C:7]([C:12]2[N:13]=[C:14]([CH:24]3[CH2:25][CH2:26][N:27]([C:31]4[C:32]5[C:39]([CH3:40])([CH3:41])[C:38](=[O:42])[NH:37][C:33]=5[N:34]=[CH:35][N:36]=4)[CH2:28][CH2:29]3)[N:15]([CH2:17][CH2:18][N:19]3[CH2:20][CH2:21][CH2:22][CH2:23]3)[CH:16]=2)[CH:8]=[CH:9][C:10]=1[F:11], predict the reactants needed to synthesize it. The reactants are: Cl.Cl.Cl.[Cl:4][C:5]1[CH:6]=[C:7]([C:12]2[N:13]=[C:14]([CH:24]3[CH2:29][CH2:28][NH:27][CH2:26][CH2:25]3)[N:15]([CH2:17][CH2:18][N:19]3[CH2:23][CH2:22][CH2:21][CH2:20]3)[CH:16]=2)[CH:8]=[CH:9][C:10]=1[F:11].Cl[C:31]1[C:32]2[C:39]([CH3:41])([CH3:40])[C:38](=[O:42])[NH:37][C:33]=2[N:34]=[CH:35][N:36]=1.N12CCCN=C1CCCCC2.